Dataset: Forward reaction prediction with 1.9M reactions from USPTO patents (1976-2016). Task: Predict the product of the given reaction. (1) Given the reactants [F:1][C:2]1[CH:7]=[CH:6][CH:5]=[CH:4][C:3]=1[C:8](=[O:12])[CH2:9][CH:10]=O.[NH2:13][C:14]1[C:19]([C:20]([F:23])([F:22])[F:21])=[CH:18][CH:17]=[CH:16][C:15]=1[C:24]([C:26]1[CH:31]=[CH:30][CH:29]=[CH:28][CH:27]=1)=O, predict the reaction product. The product is: [F:1][C:2]1[CH:7]=[CH:6][CH:5]=[CH:4][C:3]=1[C:8]([C:9]1[CH:10]=[N:13][C:14]2[C:15]([C:24]=1[C:26]1[CH:31]=[CH:30][CH:29]=[CH:28][CH:27]=1)=[CH:16][CH:17]=[CH:18][C:19]=2[C:20]([F:23])([F:22])[F:21])=[O:12]. (2) Given the reactants [Cl-].O[NH3+:3].[C:4](=[O:7])([O-:6])O.[Na+].CS(C)=O.[C:13]([C:15]1[CH:20]=[CH:19][CH:18]=[CH:17][C:16]=1[C:21]1[CH:26]=[CH:25][C:24]([CH2:27][C:28]2[C:29](=[O:48])[N:30]([CH2:40][C:41]([O:43][C:44]([CH3:47])([CH3:46])[CH3:45])=[O:42])[C:31]3[N:32]([N:37]=[CH:38][N:39]=3)[C:33]=2[CH2:34][CH2:35][CH3:36])=[CH:23][CH:22]=1)#[N:14], predict the reaction product. The product is: [O:48]=[C:29]1[C:28]([CH2:27][C:24]2[CH:23]=[CH:22][C:21]([C:16]3[CH:17]=[CH:18][CH:19]=[CH:20][C:15]=3[C:13]3[NH:3][C:4](=[O:7])[O:6][N:14]=3)=[CH:26][CH:25]=2)=[C:33]([CH2:34][CH2:35][CH3:36])[N:32]2[N:37]=[CH:38][N:39]=[C:31]2[N:30]1[CH2:40][C:41]([O:43][C:44]([CH3:47])([CH3:46])[CH3:45])=[O:42]. (3) Given the reactants [CH2:1]([O:3][C:4](=[O:32])[C:5]1[CH:10]=[CH:9][C:8]([N:11]2[CH:15]=[C:14]([C:16]3[CH:21]=[CH:20][C:19]([Cl:22])=[CH:18][C:17]=3[Cl:23])[N:13]=[C:12]2[CH2:24][C:25]2[CH:30]=[CH:29][C:28](Br)=[CH:27][CH:26]=2)=[CH:7][CH:6]=1)[CH3:2].[OH:33][C:34]1[CH:39]=[CH:38][C:37](B(O)O)=[CH:36][CH:35]=1, predict the reaction product. The product is: [CH2:1]([O:3][C:4](=[O:32])[C:5]1[CH:10]=[CH:9][C:8]([N:11]2[CH:15]=[C:14]([C:16]3[CH:21]=[CH:20][C:19]([Cl:22])=[CH:18][C:17]=3[Cl:23])[N:13]=[C:12]2[CH2:24][C:25]2[CH:30]=[CH:29][C:28]([C:37]3[CH:38]=[CH:39][C:34]([OH:33])=[CH:35][CH:36]=3)=[CH:27][CH:26]=2)=[CH:7][CH:6]=1)[CH3:2]. (4) Given the reactants [NH:1]1[C:9]2[C:4](=[CH:5][C:6]([C:10]([O:12][CH3:13])=[O:11])=[CH:7][CH:8]=2)[CH:3]=[CH:2]1.[H-].[Na+].[CH2:16](Br)[C:17]1[CH:22]=[CH:21][CH:20]=[CH:19][CH:18]=1.O, predict the reaction product. The product is: [C:17]1([CH2:16][N:1]2[C:9]3[C:4](=[CH:5][C:6]([C:10]([O:12][CH3:13])=[O:11])=[CH:7][CH:8]=3)[CH:3]=[CH:2]2)[CH:22]=[CH:21][CH:20]=[CH:19][CH:18]=1.